From a dataset of HIV replication inhibition screening data with 41,000+ compounds from the AIDS Antiviral Screen. Binary Classification. Given a drug SMILES string, predict its activity (active/inactive) in a high-throughput screening assay against a specified biological target. (1) The compound is COc1ccc(-c2cc(-c3ccco3)c(C#N)c(=S)n2C2OC(COC(C)=O)C(OC(C)=O)C(OC(C)=O)C2OC(C)=O)cc1. The result is 1 (active). (2) The compound is Cc1cn(C2C=CC(COP(=O)(OCC(=O)c3ccccc3)OCC(=O)c3ccccc3)O2)c(=O)[nH]c1=O. The result is 1 (active). (3) The molecule is CCOC(=O)NC(=O)c1cn(CCCCCCOC(=O)NCCCCCCNC(=O)OCCCCCCn2cc(C(=O)NC(=O)OCC)c(=O)[nH]c2=O)c(=O)[nH]c1=O. The result is 0 (inactive). (4) The compound is Nc1ccc(C=Cc2ccc(N)cc2S(=O)(=O)O)c(S(=O)(=O)O)c1.[NaH]. The result is 0 (inactive).